This data is from Catalyst prediction with 721,799 reactions and 888 catalyst types from USPTO. The task is: Predict which catalyst facilitates the given reaction. Reactant: [F:1][C:2]([F:24])([F:23])[C:3]1[CH:8]=[CH:7][C:6]([C:9]2[O:13][N:12]=[C:11]([CH:14]3[CH2:17][C:16]4([CH2:22][CH2:21][NH:20][CH2:19][CH2:18]4)[CH2:15]3)[N:10]=2)=[CH:5][CH:4]=1.CCN(C(C)C)C(C)C.[CH3:34][C:35]1[C:39]([CH3:40])=[C:38]([NH:41][C:42](=O)[O:43]C2C=CC=CC=2)[O:37][N:36]=1. Product: [CH3:34][C:35]1[C:39]([CH3:40])=[C:38]([NH:41][C:42]([N:20]2[CH2:19][CH2:18][C:16]3([CH2:17][CH:14]([C:11]4[N:10]=[C:9]([C:6]5[CH:7]=[CH:8][C:3]([C:2]([F:23])([F:1])[F:24])=[CH:4][CH:5]=5)[O:13][N:12]=4)[CH2:15]3)[CH2:22][CH2:21]2)=[O:43])[O:37][N:36]=1. The catalyst class is: 10.